This data is from Forward reaction prediction with 1.9M reactions from USPTO patents (1976-2016). The task is: Predict the product of the given reaction. Given the reactants C(OCC1C=CC=CC=1)C1C=CC=CC=1.C([O:23][C:24]1[CH:29]=[C:28]([O:30]CC2C=CC=CC=2)[C:27]([CH:38]([CH3:40])[CH3:39])=[CH:26][C:25]=1[C:41]1[N:42]([C:47]2[CH:48]=[C:49]3[C:53](=[CH:54][CH:55]=2)[N:52]([CH2:56][CH2:57][NH:58][CH3:59])[CH:51]=[CH:50]3)[C:43]([OH:46])=[N:44][N:45]=1)C1C=CC=CC=1, predict the reaction product. The product is: [OH:46][C:43]1[N:42]([C:47]2[CH:48]=[C:49]3[C:53](=[CH:54][CH:55]=2)[N:52]([CH2:56][CH2:57][NH:58][CH3:59])[CH:51]=[CH:50]3)[C:41]([C:25]2[CH:26]=[C:27]([CH:38]([CH3:40])[CH3:39])[C:28]([OH:30])=[CH:29][C:24]=2[OH:23])=[N:45][N:44]=1.